This data is from Full USPTO retrosynthesis dataset with 1.9M reactions from patents (1976-2016). The task is: Predict the reactants needed to synthesize the given product. (1) Given the product [Cl:19][CH:21]([C:20](=[O:8])[CH2:30][CH3:29])[CH2:22][C:14]1[CH:16]=[CH:17][CH:18]=[C:12]([Cl:11])[CH:13]=1, predict the reactants needed to synthesize it. The reactants are: C(#N)C.C([O:8]N=O)(C)(C)C.[Cl:11][C:12]1[CH:13]=[C:14]([CH:16]=[CH:17][CH:18]=1)N.[ClH:19].[CH2:20]1[CH2:30][CH2:29]N2C(=NCCC2)[CH2:22][CH2:21]1. (2) Given the product [Cl:1][C:2]1[CH:7]=[C:6]([O:8][CH2:17][CH:18]2[CH2:21][CH2:20][CH2:19]2)[C:5]([Cl:9])=[CH:4][N:3]=1, predict the reactants needed to synthesize it. The reactants are: [Cl:1][C:2]1[CH:7]=[C:6]([OH:8])[C:5]([Cl:9])=[CH:4][N:3]=1.CC(C)([O-])C.[Na+].Br[CH2:17][CH:18]1[CH2:21][CH2:20][CH2:19]1. (3) Given the product [CH3:1][C@H:2]1[CH2:11][NH:10][C:9]2[C:4](=[CH:5][C:6]([CH3:13])=[C:7]([CH3:12])[CH:8]=2)[NH:3]1, predict the reactants needed to synthesize it. The reactants are: [CH3:1][C:2]1[CH:11]=[N:10][C:9]2[C:4](=[CH:5][C:6]([CH3:13])=[C:7]([CH3:12])[CH:8]=2)[N:3]=1. (4) Given the product [NH2:14][CH2:13][CH:8]([CH2:7][Si:2]1([CH3:1])[CH2:6][CH2:5][CH2:4][CH2:3]1)[CH2:9][C:10]([OH:12])=[O:11], predict the reactants needed to synthesize it. The reactants are: [CH3:1][Si:2]1([CH2:7][CH:8]([C:13]#[N:14])[CH2:9][C:10]([OH:12])=[O:11])[CH2:6][CH2:5][CH2:4][CH2:3]1. (5) Given the product [O:8]1[C:5]2[CH:6]=[CH:7][C:2]([C:26]3([OH:29])[CH2:27][CH2:28][N:23]([CH2:16][C:17]4[CH:22]=[CH:21][CH:20]=[CH:19][CH:18]=4)[CH2:24][CH2:25]3)=[CH:3][C:4]=2[O:10][CH2:9]1, predict the reactants needed to synthesize it. The reactants are: Br[C:2]1[CH:7]=[CH:6][C:5]2[O:8][CH2:9][O:10][C:4]=2[CH:3]=1.[Li]CCCC.[CH2:16]([N:23]1[CH2:28][CH2:27][C:26](=[O:29])[CH2:25][CH2:24]1)[C:17]1[CH:22]=[CH:21][CH:20]=[CH:19][CH:18]=1.[Cl-].[NH4+]. (6) Given the product [CH3:1][O:2][C:3]1[C:8](=[O:9])[NH:7][N:6]=[C:5]([C:11]2[CH:18]=[CH:17][C:14]([C:15]#[N:16])=[CH:13][CH:12]=2)[CH:4]=1, predict the reactants needed to synthesize it. The reactants are: [CH3:1][O:2][C:3]1[CH:4]=[C:5]([C:11]2[CH:18]=[CH:17][C:14]([C:15]#[N:16])=[CH:13][CH:12]=2)[N:6]=[N:7][C:8]=1[O:9]C. (7) Given the product [CH:23]1([N:22]2[C:21]3[CH:29]=[CH:30][C:31]([C:33]([OH:35])=[O:34])=[CH:32][C:20]=3[N:19]=[C:18]2[C:13]2[CH:14]=[C:15]3[C:10](=[CH:11][CH:12]=2)[N:9]=[C:51]([C:44]2[CH:45]=[C:46]([O:49][CH3:50])[CH:47]=[CH:48][C:43]=2[CH:37]2[CH2:42][CH2:41][CH2:40][CH2:39][CH2:38]2)[CH:52]=[CH:16]3)[CH2:24][CH2:25][CH2:26][CH2:27][CH2:28]1, predict the reactants needed to synthesize it. The reactants are: BrC1C=CC(O)=C(C2C=[CH:16][C:15]3[C:10](=[CH:11][CH:12]=[C:13]([C:18]4[N:22]([CH:23]5[CH2:28][CH2:27][CH2:26][CH2:25][CH2:24]5)[C:21]5[CH:29]=[CH:30][C:31]([C:33]([OH:35])=[O:34])=[CH:32][C:20]=5[N:19]=4)[CH:14]=3)[N:9]=2)C=1.[CH:37]1([C:43]2[CH:48]=[CH:47][C:46]([O:49][CH3:50])=[CH:45][C:44]=2[C:51](=O)[CH3:52])[CH2:42][CH2:41][CH2:40][CH2:39][CH2:38]1.[OH-].[K+]. (8) Given the product [CH3:1][O:2][C:3]1[CH:15]=[C:14]([O:16][CH3:17])[CH:13]=[CH:12][C:4]=1[CH2:5][N:6]([C:7]1[S:8][CH:9]=[N:10][N:11]=1)[S:35]([C:33]1[CH:32]=[CH:31][C:29]2[NH:30][C:26](=[O:25])[O:27][C:28]=2[CH:34]=1)(=[O:37])=[O:36], predict the reactants needed to synthesize it. The reactants are: [CH3:1][O:2][C:3]1[CH:15]=[C:14]([O:16][CH3:17])[CH:13]=[CH:12][C:4]=1[CH2:5][NH:6][C:7]1[S:8][CH:9]=[N:10][N:11]=1.N#N.C1COCC1.[O:25]=[C:26]1[NH:30][C:29]2[CH:31]=[CH:32][C:33]([S:35](Cl)(=[O:37])=[O:36])=[CH:34][C:28]=2[O:27]1. (9) Given the product [C:15]([N:8]1[C:9]2[C:14](=[CH:13][CH:12]=[CH:11][CH:10]=2)[C:6]([CH2:5][C:4]([OH:18])=[O:3])=[CH:7]1)(=[O:17])[NH2:16], predict the reactants needed to synthesize it. The reactants are: C([O:3][C:4](=[O:18])[CH2:5][C:6]1[C:14]2[C:9](=[CH:10][CH:11]=[CH:12][CH:13]=2)[N:8]([C:15](=[O:17])[NH2:16])[CH:7]=1)C.[OH-].[Na+].